From a dataset of Peptide-MHC class I binding affinity with 185,985 pairs from IEDB/IMGT. Regression. Given a peptide amino acid sequence and an MHC pseudo amino acid sequence, predict their binding affinity value. This is MHC class I binding data. The peptide sequence is YTVRGTGKY. The MHC is HLA-B27:05 with pseudo-sequence HLA-B27:05. The binding affinity (normalized) is 0.0847.